This data is from Reaction yield outcomes from USPTO patents with 853,638 reactions. The task is: Predict the reaction yield, written as a fraction of the theoretical maximum amount of product (1.0 means a 100% yield; for example, 0.34 means a 34% yield). (1) The yield is 0.930. The catalyst is C(Cl)Cl. The reactants are CN(C(ON1N=NC2C=CC=NC1=2)=[N+](C)C)C.F[P-](F)(F)(F)(F)F.CCN(C(C)C)C(C)C.[CH2:34]([O:41][N:42]1[C:48](=[O:49])[N:47]2[CH2:50][C@H:43]1[CH2:44][CH2:45][C@H:46]2[C:51]([OH:53])=O)[C:35]1[CH:40]=[CH:39][CH:38]=[CH:37][CH:36]=1.[NH:54]([C:56](=[O:69])[CH2:57][CH:58]1[CH2:61][N:60]([C:62]([O:64][C:65]([CH3:68])([CH3:67])[CH3:66])=[O:63])[CH2:59]1)[NH2:55]. The product is [CH2:34]([O:41][N:42]1[C:48](=[O:49])[N:47]2[CH2:50][C@H:43]1[CH2:44][CH2:45][C@H:46]2[C:51]([NH:55][NH:54][C:56](=[O:69])[CH2:57][CH:58]1[CH2:61][N:60]([C:62]([O:64][C:65]([CH3:67])([CH3:66])[CH3:68])=[O:63])[CH2:59]1)=[O:53])[C:35]1[CH:36]=[CH:37][CH:38]=[CH:39][CH:40]=1. (2) The reactants are [C:1]([C:5]1[CH:10]=[CH:9][C:8]([C:11]2[C:12]3[N:13]([CH:22]=[CH:23][CH:24]=3)[CH2:14][CH2:15][CH2:16][C:17]=2[C:18]([O:20][CH3:21])=[O:19])=[CH:7][CH:6]=1)([CH3:4])([CH3:3])[CH3:2].[BH4-].[Na+]. The catalyst is CO. The product is [C:1]([C:5]1[CH:6]=[CH:7][C:8]([CH:11]2[CH:17]([C:18]([O:20][CH3:21])=[O:19])[CH2:16][CH2:15][CH2:14][N:13]3[CH:22]=[CH:23][CH:24]=[C:12]23)=[CH:9][CH:10]=1)([CH3:4])([CH3:2])[CH3:3]. The yield is 0.980. (3) The reactants are CO[C:3](=[O:24])[C:4]1[CH:9]=[CH:8][C:7]([O:10][CH2:11][C:12]2[C:13]([CH:18]3[CH2:23][CH2:22][CH2:21][CH2:20][CH2:19]3)=[N:14][O:15][C:16]=2[CH3:17])=[N:6][CH:5]=1.COC(=O)C1C=CC(OC[C:36]2[C:37]([CH:42]3CCCC3)=[N:38]OC=2C)=NC=1. No catalyst specified. The product is [CH:37]([NH:38][C:3](=[O:24])[C:4]1[CH:9]=[CH:8][C:7]([O:10][CH2:11][C:12]2[C:13]([CH:18]3[CH2:19][CH2:20][CH2:21][CH2:22][CH2:23]3)=[N:14][O:15][C:16]=2[CH3:17])=[N:6][CH:5]=1)([CH3:42])[CH3:36]. The yield is 0.0400. (4) The product is [F:28][C:29]1[CH:40]=[CH:39][C:32]([C:33]([C:2]2[CH:3]=[N:4][CH:5]=[C:6]([C@@H:8]3[CH2:12][CH2:11][CH2:10][N:9]3[C@@H:13]([C:15]3[CH:20]=[CH:19][C:18]([O:21][CH3:22])=[CH:17][CH:16]=3)[CH3:14])[CH:7]=2)=[O:34])=[CH:31][CH:30]=1. The catalyst is CCOCC. The yield is 0.860. The reactants are Br[C:2]1[CH:3]=[N:4][CH:5]=[C:6]([C@@H:8]2[CH2:12][CH2:11][CH2:10][N:9]2[C@@H:13]([C:15]2[CH:20]=[CH:19][C:18]([O:21][CH3:22])=[CH:17][CH:16]=2)[CH3:14])[CH:7]=1.C([Li])CCC.[F:28][C:29]1[CH:40]=[CH:39][C:32]([C:33](N(OC)C)=[O:34])=[CH:31][CH:30]=1. (5) The reactants are [C:1]([O:5][C:6](=[O:41])[N:7]([C:9]1[N:17]=[CH:16][N:15]=[C:14]2[C:10]=1[N:11]=[CH:12][N:13]2[C:18]1[CH:23]=[CH:22][C:21]([NH:24][C:25]([NH:27][C:28]2[CH:33]=[CH:32][C:31]([CH2:34][CH2:35][OH:36])=[C:30]([C:37]([F:40])([F:39])[F:38])[CH:29]=2)=[O:26])=[CH:20][CH:19]=1)[CH3:8])([CH3:4])([CH3:3])[CH3:2].CC(OI1(OC(C)=O)(OC(C)=O)OC(=O)C2C=CC=CC1=2)=O. The catalyst is ClCCl. The product is [C:1]([O:5][C:6](=[O:41])[N:7]([CH3:8])[C:9]1[N:17]=[CH:16][N:15]=[C:14]2[C:10]=1[N:11]=[CH:12][N:13]2[C:18]1[CH:23]=[CH:22][C:21]([NH:24][C:25]([NH:27][C:28]2[CH:33]=[CH:32][C:31]([CH2:34][CH:35]=[O:36])=[C:30]([C:37]([F:40])([F:39])[F:38])[CH:29]=2)=[O:26])=[CH:20][CH:19]=1)([CH3:3])([CH3:4])[CH3:2]. The yield is 0.470. (6) The reactants are Br[C:2]1[CH:3]=[N:4][CH:5]=[C:6]([CH:24]=1)[C:7]([NH:9][CH2:10][CH:11]([OH:23])[CH2:12][N:13]1[CH2:22][CH2:21][C:20]2[C:15](=[CH:16][CH:17]=[CH:18][CH:19]=2)[CH2:14]1)=[O:8].[O:25]1[CH2:30][CH2:29][CH:28]([NH2:31])[CH2:27][CH2:26]1.CC([O-])(C)C.[Na+].C1C=CC(P(C2C(C3C(P(C4C=CC=CC=4)C4C=CC=CC=4)=CC=C4C=3C=CC=C4)=C3C(C=CC=C3)=CC=2)C2C=CC=CC=2)=CC=1. The catalyst is O1CCOCC1.C1C=CC(/C=C/C(/C=C/C2C=CC=CC=2)=O)=CC=1.C1C=CC(/C=C/C(/C=C/C2C=CC=CC=2)=O)=CC=1.C1C=CC(/C=C/C(/C=C/C2C=CC=CC=2)=O)=CC=1.[Pd].[Pd]. The product is [CH2:14]1[C:15]2[C:20](=[CH:19][CH:18]=[CH:17][CH:16]=2)[CH2:21][CH2:22][N:13]1[CH2:12][CH:11]([OH:23])[CH2:10][NH:9][C:7](=[O:8])[C:6]1[CH:24]=[C:2]([NH:31][CH:28]2[CH2:29][CH2:30][O:25][CH2:26][CH2:27]2)[CH:3]=[N:4][CH:5]=1. The yield is 0.240. (7) The reactants are [NH2:1][C:2]1[C:7]([CH:8]=O)=[CH:6][CH:5]=[CH:4][N:3]=1.Cl[CH2:11][C:12]([C:14]1[CH:19]=[CH:18][CH:17]=[CH:16][CH:15]=1)=O.[OH-:20].[Na+].Cl. The catalyst is ClCCl. The product is [C:14]1([C:12]2[C:11]([OH:20])=[CH:8][C:7]3[C:2](=[N:3][CH:4]=[CH:5][CH:6]=3)[N:1]=2)[CH:19]=[CH:18][CH:17]=[CH:16][CH:15]=1. The yield is 0.130. (8) The reactants are C([N:3]([CH2:15][CH3:16])[C:4](=[O:14])[C:5]1[CH:10]=[CH:9][C:8]([O:11][CH3:12])=[CH:7][C:6]=1[CH3:13])C.C([Li])(C)(C)C.CCCCC.[F:27][C:28]1[CH:29]=C([CH:33]=[CH:34][C:35]=1[O:36][CH:37]([CH3:39])[CH3:38])C#N. The catalyst is C1COCC1. The product is [F:27][C:28]1[CH:29]=[C:16]([C:15]2[N:3]=[C:4]([OH:14])[C:5]3[C:6]([CH:13]=2)=[CH:7][C:8]([O:11][CH3:12])=[CH:9][CH:10]=3)[CH:33]=[CH:34][C:35]=1[O:36][CH:37]([CH3:39])[CH3:38]. The yield is 0.700. (9) The reactants are [NH2:1][C:2]1[CH:9]=[CH:8][C:5]([C:6]#[N:7])=[CH:4][CH:3]=1.Cl.C(N(CC)CC)C.[N-:18]=[N+:19]=[N-:20].[Na+].Cl. The catalyst is C1(C)C=CC=CC=1. The product is [NH:18]1[C:6]([C:5]2[CH:8]=[CH:9][C:2]([NH2:1])=[CH:3][CH:4]=2)=[N:7][N:20]=[N:19]1. The yield is 0.440.